From a dataset of Full USPTO retrosynthesis dataset with 1.9M reactions from patents (1976-2016). Predict the reactants needed to synthesize the given product. (1) Given the product [C:1]([C:5]1[CH:9]=[C:8]([CH2:10][Cl:14])[S:7][N:6]=1)([CH3:4])([CH3:3])[CH3:2], predict the reactants needed to synthesize it. The reactants are: [C:1]([C:5]1[CH:9]=[C:8]([CH2:10]O)[S:7][N:6]=1)([CH3:4])([CH3:3])[CH3:2].S(Cl)([Cl:14])=O. (2) Given the product [CH3:11][N:12]([CH2:14][C:15]1[CH:22]=[CH:21][CH:20]=[CH:19][C:16]=1[CH:17]=[C:3]1[C:4]2[C:9](=[CH:8][CH:7]=[CH:6][CH:5]=2)[NH:1][C:2]1=[O:10])[CH3:13], predict the reactants needed to synthesize it. The reactants are: [NH:1]1[C:9]2[C:4](=[CH:5][CH:6]=[CH:7][CH:8]=2)[CH2:3][C:2]1=[O:10].[CH3:11][N:12]([CH2:14][C:15]1[CH:22]=[CH:21][CH:20]=[CH:19][C:16]=1[CH:17]=O)[CH3:13].